Task: Predict which catalyst facilitates the given reaction.. Dataset: Catalyst prediction with 721,799 reactions and 888 catalyst types from USPTO (1) Reactant: [F:1][C:2]1[CH:10]=[C:9]([OH:11])[CH:8]=[CH:7][C:3]=1[C:4]([OH:6])=[O:5].Br[CH:13]([Cl:16])[CH2:14][CH3:15].C(=O)([O-])[O-].[K+].[K+]. Product: [Cl:16][CH2:13][CH2:14][CH2:15][O:11][C:9]1[CH:8]=[CH:7][C:3]([C:4]([O:6][CH2:15][CH2:14][CH2:13][Cl:16])=[O:5])=[C:2]([F:1])[CH:10]=1. The catalyst class is: 311. (2) Reactant: [O:1]1[CH2:5][CH2:4][C@@H:3]([OH:6])[CH2:2]1.[C:7]1([CH3:17])[CH:12]=[CH:11][C:10]([S:13](Cl)(=[O:15])=[O:14])=[CH:9][CH:8]=1. Product: [O:1]1[CH2:5][CH2:4][C@@H:3]([O:6][S:13]([C:10]2[CH:11]=[CH:12][C:7]([CH3:17])=[CH:8][CH:9]=2)(=[O:15])=[O:14])[CH2:2]1. The catalyst class is: 272. (3) The catalyst class is: 166. Reactant: [F:1][C:2]1[CH:3]=[C:4]([NH:27][C:28]([C:30]2[C:31](=[O:43])[N:32]([C:37]3[CH:42]=[CH:41][CH:40]=[CH:39][CH:38]=3)[N:33]([CH3:36])[C:34]=2[CH3:35])=[O:29])[CH:5]=[CH:6][C:7]=1[O:8][C:9]1[C:18]2[C:13](=[CH:14][C:15]([O:19][CH2:20][CH2:21][CH2:22][C:23]3([OH:26])[CH2:25][CH2:24]3)=[CH:16][CH:17]=2)[N:12]=[CH:11][CH:10]=1.[C:44]([NH:51][CH2:52][C:53](O)=[O:54])([O:46][C:47]([CH3:50])([CH3:49])[CH3:48])=[O:45].C1CCC(N=C=NC2CCCCC2)CC1. Product: [C:47]([O:46][C:44]([NH:51][CH2:52][C:53]([O:26][C:23]1([CH2:22][CH2:21][CH2:20][O:19][C:15]2[CH:14]=[C:13]3[C:18]([C:9]([O:8][C:7]4[CH:6]=[CH:5][C:4]([NH:27][C:28]([C:30]5[C:31](=[O:43])[N:32]([C:37]6[CH:38]=[CH:39][CH:40]=[CH:41][CH:42]=6)[N:33]([CH3:36])[C:34]=5[CH3:35])=[O:29])=[CH:3][C:2]=4[F:1])=[CH:10][CH:11]=[N:12]3)=[CH:17][CH:16]=2)[CH2:25][CH2:24]1)=[O:54])=[O:45])([CH3:50])([CH3:49])[CH3:48]. (4) Reactant: [OH-].[K+].[CH3:3][N:4]1[CH2:9][CH2:8][N:7]([C:10]2[CH:15]=[CH:14][C:13]([C:16](=[O:18])[CH3:17])=[CH:12][CH:11]=2)[CH2:6][CH2:5]1.[CH:19]([C:21]1[N:26]=[C:25](/[CH:27]=[CH:28]/[C:29]([O:31][C:32]([CH3:35])([CH3:34])[CH3:33])=[O:30])[CH:24]=[CH:23][CH:22]=1)=[O:20]. Product: [OH:20][CH:19]([C:21]1[N:26]=[C:25](/[CH:27]=[CH:28]/[C:29]([O:31][C:32]([CH3:35])([CH3:34])[CH3:33])=[O:30])[CH:24]=[CH:23][CH:22]=1)[CH2:17][C:16]([C:13]1[CH:14]=[CH:15][C:10]([N:7]2[CH2:8][CH2:9][N:4]([CH3:3])[CH2:5][CH2:6]2)=[CH:11][CH:12]=1)=[O:18]. The catalyst class is: 88. (5) Reactant: C(O[C:4](=[O:16])[CH2:5][C:6]([C:8]1[CH:13]=[CH:12][C:11]([Cl:14])=[C:10]([Cl:15])[CH:9]=1)=O)C.[CH2:17]1[CH:19]([C:20]([NH2:22])=[NH:21])[CH2:18]1.Cl.CC(C)([O-])C.[K+]. Product: [CH:19]1([C:20]2[N:22]=[C:4]([OH:16])[CH:5]=[C:6]([C:8]3[CH:13]=[CH:12][C:11]([Cl:14])=[C:10]([Cl:15])[CH:9]=3)[N:21]=2)[CH2:17][CH2:18]1. The catalyst class is: 5. (6) Reactant: Cl.[CH3:2][C:3]1[C:11]2[C:10](=[O:12])[NH:9][C:8]([CH:13]3[CH2:18][CH2:17][NH:16][CH2:15][CH2:14]3)=[N:7][C:6]=2[N:5]([C:19]2[CH:24]=[CH:23][CH:22]=[CH:21][CH:20]=2)[N:4]=1.[C:25]([O:29][C:30]([N:32]1[CH2:37][CH2:36][CH:35]([C:38](O)=[O:39])[CH2:34][CH2:33]1)=[O:31])([CH3:28])([CH3:27])[CH3:26].F[P-](F)(F)(F)(F)F.N1(O[P+](N(C)C)(N(C)C)N(C)C)C2C=CC=CC=2N=N1.CCN(C(C)C)C(C)C. Product: [CH3:2][C:3]1[C:11]2[C:10](=[O:12])[NH:9][C:8]([CH:13]3[CH2:14][CH2:15][N:16]([C:38]([CH:35]4[CH2:36][CH2:37][N:32]([C:30]([O:29][C:25]([CH3:28])([CH3:27])[CH3:26])=[O:31])[CH2:33][CH2:34]4)=[O:39])[CH2:17][CH2:18]3)=[N:7][C:6]=2[N:5]([C:19]2[CH:24]=[CH:23][CH:22]=[CH:21][CH:20]=2)[N:4]=1. The catalyst class is: 4. (7) The catalyst class is: 10. Product: [CH2:1]1[C:10]2[C:5](=[CH:6][CH:7]=[CH:8][CH:9]=2)[CH2:4][CH2:3][N:2]1[CH2:18][C:19]([O:21][CH2:22][CH3:23])=[O:20]. Reactant: [CH2:1]1[C:10]2[C:5](=[CH:6][CH:7]=[CH:8][CH:9]=2)[CH2:4][CH2:3][NH:2]1.C(=O)([O-])[O-].[K+].[K+].Br[CH2:18][C:19]([O:21][CH2:22][CH3:23])=[O:20].